From a dataset of Catalyst prediction with 721,799 reactions and 888 catalyst types from USPTO. Predict which catalyst facilitates the given reaction. (1) Reactant: [O:1]=[C:2]1[N:6]([C@@H:7]([C:9]2[CH:14]=[CH:13][CH:12]=[CH:11][CH:10]=2)[CH3:8])[CH2:5][CH:4]([C:15]([O:17][C:18]([CH3:21])([CH3:20])[CH3:19])=[O:16])[CH2:3]1.C=O.[H-].[Na+].C(O)(=O)C[C:28](CC(O)=O)(C(O)=O)[OH:29]. Product: [OH:29][CH2:28][C@:4]1([C:15]([O:17][C:18]([CH3:20])([CH3:19])[CH3:21])=[O:16])[CH2:3][C:2](=[O:1])[N:6]([C@@H:7]([C:9]2[CH:10]=[CH:11][CH:12]=[CH:13][CH:14]=2)[CH3:8])[CH2:5]1. The catalyst class is: 9. (2) Reactant: [Cl:1][C:2]1[CH:3]=[N:4][C:5]([NH:8][C:9](=[O:34])[C:10]2[CH:15]=[CH:14][C:13]([C:16]3[CH2:20][C:19]([C:25]4[CH:30]=[C:29]([Cl:31])[CH:28]=[C:27]([Cl:32])[CH:26]=4)([C:21]([F:24])([F:23])[F:22])[O:18][N:17]=3)=[CH:12][C:11]=2[CH3:33])=[N:6][CH:7]=1.[H-].[Na+].[H][H].[C:39](Cl)(=[O:41])[CH3:40]. Product: [C:39]([N:8]([C:5]1[N:4]=[CH:3][C:2]([Cl:1])=[CH:7][N:6]=1)[C:9](=[O:34])[C:10]1[CH:15]=[CH:14][C:13]([C:16]2[CH2:20][C:19]([C:25]3[CH:26]=[C:27]([Cl:32])[CH:28]=[C:29]([Cl:31])[CH:30]=3)([C:21]([F:23])([F:24])[F:22])[O:18][N:17]=2)=[CH:12][C:11]=1[CH3:33])(=[O:41])[CH3:40]. The catalyst class is: 7. (3) The catalyst class is: 6. Product: [Cl:13][C:10]1[CH:11]=[CH:12][C:7]([C:5]2[N:6]=[C:2]([N:35]3[CH2:36][CH2:37][N:32]([C:26]4[CH:31]=[CH:30][CH:29]=[CH:28][CH:27]=4)[CH2:33][CH2:34]3)[O:3][C:4]=2[CH2:14][CH2:15][CH2:16][O:17][C:18]2[CH:23]=[CH:22][CH:21]=[CH:20][C:19]=2[O:24][CH3:25])=[CH:8][CH:9]=1. Reactant: Cl[C:2]1[O:3][C:4]([CH2:14][CH2:15][CH2:16][O:17][C:18]2[CH:23]=[CH:22][CH:21]=[CH:20][C:19]=2[O:24][CH3:25])=[C:5]([C:7]2[CH:12]=[CH:11][C:10]([Cl:13])=[CH:9][CH:8]=2)[N:6]=1.[C:26]1([N:32]2[CH2:37][CH2:36][NH:35][CH2:34][CH2:33]2)[CH:31]=[CH:30][CH:29]=[CH:28][CH:27]=1.CC(=O)CC. (4) Reactant: [C:1]([NH:4][CH:5]([C:11]([O:13][CH2:14][CH3:15])=[O:12])[C:6](OCC)=O)(=[O:3])[CH3:2].BrC[C:18]1[CH:27]=[CH:26][C:25]2[C:20](=[CH:21][CH:22]=[C:23]([C:28]3[C:33]([Cl:34])=[CH:32][CH:31]=[CH:30][C:29]=3[Cl:35])[CH:24]=2)[CH:19]=1.O. Product: [C:1]([NH:4][CH:5]([CH2:6][C:18]1[CH:27]=[CH:26][C:25]2[C:20](=[CH:21][CH:22]=[C:23]([C:28]3[C:29]([Cl:35])=[CH:30][CH:31]=[CH:32][C:33]=3[Cl:34])[CH:24]=2)[CH:19]=1)[C:11]([O:13][CH2:14][CH3:15])=[O:12])(=[O:3])[CH3:2]. The catalyst class is: 8. (5) Reactant: C(OC([NH:8][CH2:9][C:10]1[O:14][C:13]([C:15]([O:17][CH2:18][CH3:19])=[O:16])=[N:12][N:11]=1)=O)(C)(C)C.Cl.C(Cl)Cl.C(OCC)(=O)C. Product: [NH2:8][CH2:9][C:10]1[O:14][C:13]([C:15]([O:17][CH2:18][CH3:19])=[O:16])=[N:12][N:11]=1. The catalyst class is: 12.